Dataset: Catalyst prediction with 721,799 reactions and 888 catalyst types from USPTO. Task: Predict which catalyst facilitates the given reaction. (1) Reactant: [BH4-].[Li+].C([O:5][C:6](=O)[C:7]([NH:20][C:21]([O:23][C:24]([CH3:27])([CH3:26])[CH3:25])=[O:22])([CH2:13][C:14]1[CH:19]=[CH:18][CH:17]=[CH:16][N:15]=1)[C:8](OCC)=[O:9])C.C(=O)([O-])[O-].[K+].[K+]. Product: [C:24]([O:23][C:21]([NH:20][C:7]([CH2:6][OH:5])([CH2:8][OH:9])[CH2:13][C:14]1[CH:19]=[CH:18][CH:17]=[CH:16][N:15]=1)=[O:22])([CH3:26])([CH3:27])[CH3:25]. The catalyst class is: 7. (2) Reactant: Cl[C:2]1[C:7]2[C:8](=[O:22])[N:9]([CH2:11][C:12]3[CH:17]=[CH:16][C:15]([O:18][CH3:19])=[CH:14][C:13]=3[O:20][CH3:21])[CH2:10][C:6]=2[C:5]([F:23])=[C:4]([NH:24][C@@H:25]2[CH2:30][CH2:29][CH2:28][CH2:27][C@@H:26]2[NH:31][C:32](=[O:38])[O:33][C:34]([CH3:37])([CH3:36])[CH3:35])[N:3]=1.C(=O)([O-])[O-].[Na+].[Na+].[O:45]1[C:49]2[CH:50]=[CH:51][CH:52]=[CH:53][C:48]=2[C:47](B2OC(C)(C)C(C)(C)O2)=[CH:46]1. Product: [O:45]1[C:49]2[CH:50]=[CH:51][CH:52]=[CH:53][C:48]=2[C:47]([C:2]2[C:7]3[C:8](=[O:22])[N:9]([CH2:11][C:12]4[CH:17]=[CH:16][C:15]([O:18][CH3:19])=[CH:14][C:13]=4[O:20][CH3:21])[CH2:10][C:6]=3[C:5]([F:23])=[C:4]([NH:24][C@@H:25]3[CH2:30][CH2:29][CH2:28][CH2:27][C@@H:26]3[NH:31][C:32](=[O:38])[O:33][C:34]([CH3:37])([CH3:36])[CH3:35])[N:3]=2)=[CH:46]1. The catalyst class is: 628. (3) Reactant: [C:1]([CH2:3][C:4]1([N:15]2[CH:19]=[C:18]([C:20]3[CH:25]=[CH:24][N:23]=[C:22]4[N:26]([CH2:29][O:30][CH2:31][CH2:32][Si:33]([CH3:36])([CH3:35])[CH3:34])[CH:27]=[CH:28][C:21]=34)[CH:17]=[N:16]2)[CH2:7][N:6](C(OC(C)(C)C)=O)[CH2:5]1)#[N:2].[ClH:37].O1CCOCC1.CCOCC. Product: [CH3:35][Si:33]([CH3:34])([CH3:36])[CH2:32][CH2:31][O:30][CH2:29][N:26]1[C:22]2=[N:23][CH:24]=[CH:25][C:20]([C:18]3[CH:17]=[N:16][N:15]([C:4]4([CH2:3][C:1]#[N:2])[CH2:5][NH:6][CH2:7]4)[CH:19]=3)=[C:21]2[CH:28]=[CH:27]1.[ClH:37]. The catalyst class is: 13. (4) Reactant: [CH3:1][C:2]1[C:3]([N:9]2[CH2:14][CH2:13][N:12]([C:15]([C:17]3[CH:22]=[CH:21][C:20]([N:23]4[C@@H:27]([CH2:28][OH:29])[CH2:26][CH2:25][C:24]4=[O:30])=[CH:19][CH:18]=3)=[O:16])[CH2:11][CH2:10]2)=[N:4][CH:5]=[C:6]([CH3:8])[CH:7]=1.[H-].[Na+].O1CCC[CH2:34]1.S(C1C=CC(C)=CC=1)(OC)(=O)=O. Product: [CH3:1][C:2]1[C:3]([N:9]2[CH2:10][CH2:11][N:12]([C:15]([C:17]3[CH:18]=[CH:19][C:20]([N:23]4[C@@H:27]([CH2:28][O:29][CH3:34])[CH2:26][CH2:25][C:24]4=[O:30])=[CH:21][CH:22]=3)=[O:16])[CH2:13][CH2:14]2)=[N:4][CH:5]=[C:6]([CH3:8])[CH:7]=1. The catalyst class is: 6. (5) Reactant: [C:1]1([NH:7][C@@H:8]([CH3:12])[CH2:9][C:10]#[N:11])[CH:6]=[CH:5][CH:4]=[CH:3][CH:2]=1.C1C(=O)N([Br:20])C(=O)C1. Product: [Br:20][C:4]1[CH:5]=[CH:6][C:1]([NH:7][C@@H:8]([CH3:12])[CH2:9][C:10]#[N:11])=[CH:2][CH:3]=1. The catalyst class is: 9. (6) Reactant: [NH:1]1[C:9]2[C:4](=[CH:5][C:6]([N:10]3[C:14]4=[N:15][C:16]([CH:19]=[CH2:20])=[CH:17][CH:18]=[C:13]4[N:12]=[CH:11]3)=[CH:7][CH:8]=2)[CH2:3][CH2:2]1.[C:21](O)(=[O:23])[CH3:22].Cl.C(N=C=NCCCN(C)C)C. Product: [C:21]([N:1]1[C:9]2[C:4](=[CH:5][C:6]([N:10]3[C:14]4=[N:15][C:16]([CH:19]=[CH2:20])=[CH:17][CH:18]=[C:13]4[N:12]=[CH:11]3)=[CH:7][CH:8]=2)[CH2:3][CH2:2]1)(=[O:23])[CH3:22]. The catalyst class is: 119. (7) Reactant: [CH2:1]([O:3][C:4](=[O:13])[C:5]#[C:6][C:7]1[CH:12]=[CH:11][CH:10]=[CH:9][N:8]=1)[CH3:2].[N:14]([CH2:17][Si:18]([CH3:21])([CH3:20])[CH3:19])=[N+:15]=[N-:16]. Product: [CH2:1]([O:3][C:4]([C:5]1[N:14]([CH2:17][Si:18]([CH3:21])([CH3:20])[CH3:19])[N:15]=[N:16][C:6]=1[C:7]1[CH:12]=[CH:11][CH:10]=[CH:9][N:8]=1)=[O:13])[CH3:2]. The catalyst class is: 48.